From a dataset of Catalyst prediction with 721,799 reactions and 888 catalyst types from USPTO. Predict which catalyst facilitates the given reaction. (1) Reactant: [C:1]([C@H:5]1[CH2:9][CH2:8][CH2:7][C@H:6]1[C:10]([OH:12])=[O:11])([O:3]C)=O.CN(C(ON1N=NC2C=CC=NC1=2)=[N+](C)C)C.F[P-](F)(F)(F)(F)F.CCN(C(C)C)C(C)C.[C@H:46]1([NH2:56])[C:55]2[C:50](=[CH:51][CH:52]=[CH:53][CH:54]=2)[CH2:49][CH2:48][CH2:47]1. Product: [C@H:46]1([NH:56][C:1]([C@H:5]2[CH2:9][CH2:8][CH2:7][C@H:6]2[C:10]([OH:12])=[O:11])=[O:3])[C:55]2[C:50](=[CH:51][CH:52]=[CH:53][CH:54]=2)[CH2:49][CH2:48][CH2:47]1. The catalyst class is: 3. (2) The catalyst class is: 2. Reactant: CCN(S(F)(F)[F:7])CC.O[CH:11]1[CH2:16][CH2:15][N:14]([CH2:17][C:18]#[N:19])[CH2:13][CH2:12]1. Product: [F:7][CH:11]1[CH2:16][CH2:15][N:14]([CH2:17][C:18]#[N:19])[CH2:13][CH2:12]1. (3) Reactant: [H-].[Na+].[CH3:3][N:4]1[CH2:9][CH2:8][O:7][CH2:6][CH:5]1[CH2:10][OH:11].[N+](C1C=CC([O:21][C:22]([N:24]2[CH2:29][CH2:28][N:27]([C:30]3[CH:35]=[CH:34][C:33]([F:36])=[CH:32][CH:31]=3)[CH2:26][CH2:25]2)=O)=CC=1)([O-])=O.C([O-])(O)=O.[Na+]. Product: [F:36][C:33]1[CH:32]=[CH:31][C:30]([N:27]2[CH2:26][CH2:25][N:24]([C:22]([O:11][CH2:10][CH:5]3[CH2:6][O:7][CH2:8][CH2:9][N:4]3[CH3:3])=[O:21])[CH2:29][CH2:28]2)=[CH:35][CH:34]=1. The catalyst class is: 1. (4) Reactant: [Cl:1][C:2]1[CH:29]=[CH:28][C:5]([CH2:6][NH:7][C:8]([C:10]2[C:11](=[O:27])[C:12]3[C:13]4[N:14]([CH:26]=2)[CH2:15][C:16](=[O:25])[N:17]([CH3:24])[C:18]=4[CH:19]=[C:20]([CH2:22]Cl)[CH:21]=3)=[O:9])=[CH:4][CH:3]=1.[CH3:30][NH:31][CH2:32][CH:33]([C:35]1[O:36][C:37]([CH3:40])=[CH:38][CH:39]=1)[OH:34].CN(C=O)C.C(N(C(C)C)CC)(C)C. Product: [Cl:1][C:2]1[CH:3]=[CH:4][C:5]([CH2:6][NH:7][C:8]([C:10]2[C:11](=[O:27])[C:12]3[C:13]4[N:14]([CH:26]=2)[CH2:15][C:16](=[O:25])[N:17]([CH3:24])[C:18]=4[CH:19]=[C:20]([CH2:22][N:31]([CH2:32][CH:33]([OH:34])[C:35]2[O:36][C:37]([CH3:40])=[CH:38][CH:39]=2)[CH3:30])[CH:21]=3)=[O:9])=[CH:28][CH:29]=1. The catalyst class is: 13. (5) Product: [O:13]1[CH2:15][CH2:16][O:17][CH:12]1[CH2:11][C@H:10]([C:3]1[C:4]2[C:9](=[CH:8][CH:7]=[CH:6][CH:5]=2)[NH:1][CH:2]=1)[CH3:14]. The catalyst class is: 2. Reactant: [NH:1]1[C:9]2[C:4](=[CH:5][CH:6]=[CH:7][CH:8]=2)[C:3]([C@H:10]([CH3:14])[CH2:11][CH:12]=[O:13])=[CH:2]1.[CH2:15](O)[CH2:16][OH:17].CC1C=CC(S(O)(=O)=O)=CC=1.